From a dataset of Reaction yield outcomes from USPTO patents with 853,638 reactions. Predict the reaction yield, written as a fraction of the theoretical maximum amount of product (1.0 means a 100% yield; for example, 0.34 means a 34% yield). (1) The reactants are ClC([CH:4]([CH3:10])[C:5]([O:7][CH2:8][CH3:9])=[O:6])=O.[C:11]([NH2:14])(=[S:13])[CH3:12]. The catalyst is CC(C)=O. The product is [CH3:12][C:11]1[S:13][C:4]([C:5]([O:7][CH2:8][CH3:9])=[O:6])=[CH:10][N:14]=1. The yield is 0.320. (2) The reactants are [CH:1]1([NH:4][C:5]([NH:7][C:8]2[CH:13]=[CH:12][C:11]([C:14]3[C:15]4[CH2:29][NH:28][CH2:27][C:16]=4[N:17]=[C:18]([N:20]4[CH2:25][CH2:24][O:23][CH2:22][C@@H:21]4[CH3:26])[N:19]=3)=[CH:10][CH:9]=2)=[O:6])[CH2:3][CH2:2]1.CCN(C(C)C)C(C)C.CN(C(ON1N=NC2C=CC=NC1=2)=[N+](C)C)C.F[P-](F)(F)(F)(F)F.[O:63]1[CH2:67][CH2:66][CH2:65][CH:64]1[C:68](O)=[O:69]. The catalyst is C(Cl)Cl.CO. The product is [CH:1]1([NH:4][C:5]([NH:7][C:8]2[CH:13]=[CH:12][C:11]([C:14]3[C:15]4[CH2:29][N:28]([C:68]([CH:64]5[CH2:65][CH2:66][CH2:67][O:63]5)=[O:69])[CH2:27][C:16]=4[N:17]=[C:18]([N:20]4[CH2:25][CH2:24][O:23][CH2:22][C@@H:21]4[CH3:26])[N:19]=3)=[CH:10][CH:9]=2)=[O:6])[CH2:3][CH2:2]1. The yield is 0.280.